This data is from NCI-60 drug combinations with 297,098 pairs across 59 cell lines. The task is: Regression. Given two drug SMILES strings and cell line genomic features, predict the synergy score measuring deviation from expected non-interaction effect. (1) Drug 1: C1=CC=C(C=C1)NC(=O)CCCCCCC(=O)NO. Drug 2: CC1CCC2CC(C(=CC=CC=CC(CC(C(=O)C(C(C(=CC(C(=O)CC(OC(=O)C3CCCCN3C(=O)C(=O)C1(O2)O)C(C)CC4CCC(C(C4)OC)OP(=O)(C)C)C)C)O)OC)C)C)C)OC. Cell line: SK-OV-3. Synergy scores: CSS=61.8, Synergy_ZIP=5.28, Synergy_Bliss=5.78, Synergy_Loewe=9.30, Synergy_HSA=10.8. (2) Drug 1: C1=CC(=CC=C1C#N)C(C2=CC=C(C=C2)C#N)N3C=NC=N3. Drug 2: CS(=O)(=O)OCCCCOS(=O)(=O)C. Cell line: M14. Synergy scores: CSS=0.864, Synergy_ZIP=0.758, Synergy_Bliss=1.48, Synergy_Loewe=0.614, Synergy_HSA=-0.974. (3) Drug 2: CS(=O)(=O)OCCCCOS(=O)(=O)C. Drug 1: C1=NC2=C(N1)C(=S)N=CN2. Synergy scores: CSS=56.8, Synergy_ZIP=1.46, Synergy_Bliss=1.97, Synergy_Loewe=-47.4, Synergy_HSA=1.89. Cell line: OVCAR3.